Predict the reaction yield, written as a fraction of the theoretical maximum amount of product (1.0 means a 100% yield; for example, 0.34 means a 34% yield). From a dataset of Reaction yield outcomes from USPTO patents with 853,638 reactions. (1) The reactants are [Br:1][C:2]1[CH:8]=[C:7]([CH3:9])[C:6]([O:10][CH3:11])=[CH:5][C:3]=1[NH2:4].[OH-].[K+].[C:14](Cl)(=[O:18])[CH:15]([CH3:17])[CH3:16]. The catalyst is ClCCl. The product is [Br:1][C:2]1[CH:8]=[C:7]([CH3:9])[C:6]([O:10][CH3:11])=[CH:5][C:3]=1[NH:4][C:14](=[O:18])[CH:15]([CH3:17])[CH3:16]. The yield is 0.990. (2) The reactants are [C:1]1([CH2:7][CH2:8][CH2:9][CH2:10][N:11]2[C:19](=[O:20])[C:18]3[C:13](=[CH:14][CH:15]=[CH:16][CH:17]=3)[C:12]2=[O:21])[CH:6]=[CH:5][CH:4]=[CH:3][CH:2]=1.[Cl:22][S:23](O)(=[O:25])=[O:24]. No catalyst specified. The product is [O:21]=[C:12]1[C:13]2[C:18](=[CH:17][CH:16]=[CH:15][CH:14]=2)[C:19](=[O:20])[N:11]1[CH2:10][CH2:9][CH2:8][CH2:7][C:1]1[CH:6]=[CH:5][C:4]([S:23]([Cl:22])(=[O:25])=[O:24])=[CH:3][CH:2]=1. The yield is 0.990.